From a dataset of Full USPTO retrosynthesis dataset with 1.9M reactions from patents (1976-2016). Predict the reactants needed to synthesize the given product. (1) Given the product [C:1]([O:4][C@@H:5]1[CH2:10][C@H:9]([C:11]2[CH:16]=[CH:15][N:14]=[CH:13][C:12]=2[NH2:17])[O:8][C@H:7]([CH:20]2[CH2:21][CH2:22]2)[C@:6]1([OH:24])[CH3:23])(=[O:3])[CH3:2].[C:1]([O:4][C@H:5]1[CH2:10][C@@H:9]([C:11]2[CH:16]=[CH:15][N:14]=[CH:13][C:12]=2[NH2:17])[O:8][C@@H:7]([CH:20]2[CH2:21][CH2:22]2)[C@@:6]1([OH:24])[CH3:23])(=[O:3])[CH3:2], predict the reactants needed to synthesize it. The reactants are: [C:1]([O:4][C@@H:5]1[CH2:10][C@H:9]([C:11]2[CH:16]=[CH:15][N:14]=[CH:13][C:12]=2[N+:17]([O-])=O)[O:8][C@H:7]([CH:20]2[CH2:22][CH2:21]2)[C@:6]1([OH:24])[CH3:23])(=[O:3])[CH3:2]. (2) The reactants are: [C:1]([NH:8][C@H:9]([C:12]([OH:14])=[O:13])[CH2:10][OH:11])([O:3][C:4]([CH3:7])([CH3:6])[CH3:5])=[O:2].[CH2:15](Br)[C:16]1[CH:21]=[CH:20][CH:19]=[CH:18][CH:17]=1.C(=O)([O-])[O-].[Cs+].[Cs+]. Given the product [CH2:15]([O:13][C:12](=[O:14])[C@H:9]([CH2:10][OH:11])[NH:8][C:1]([O:3][C:4]([CH3:7])([CH3:6])[CH3:5])=[O:2])[C:16]1[CH:21]=[CH:20][CH:19]=[CH:18][CH:17]=1, predict the reactants needed to synthesize it. (3) Given the product [CH3:30][C:31]1[N:36]=[CH:35][C:34]([C:2]2[C:3]([N:22]3[CH2:28][CH2:27][CH2:26][N:25]([CH3:29])[CH2:24][CH2:23]3)=[N:4][CH:5]=[C:6]([C:7]([NH:9][C:10]3[CH:15]=[CH:14][C:13]([O:16][C:17]([F:18])([F:19])[F:20])=[CH:12][CH:11]=3)=[O:8])[CH:21]=2)=[CH:33][CH:32]=1, predict the reactants needed to synthesize it. The reactants are: Br[C:2]1[C:3]([N:22]2[CH2:28][CH2:27][CH2:26][N:25]([CH3:29])[CH2:24][CH2:23]2)=[N:4][CH:5]=[C:6]([CH:21]=1)[C:7]([NH:9][C:10]1[CH:15]=[CH:14][C:13]([O:16][C:17]([F:20])([F:19])[F:18])=[CH:12][CH:11]=1)=[O:8].[CH3:30][C:31]1[N:36]=[CH:35][C:34](B(O)O)=[CH:33][CH:32]=1.C([O-])([O-])=O.[Na+].[Na+].CCO. (4) Given the product [N:24]1([C:21]([C:19]2[NH:18][C:15]3=[N:16][CH:17]=[C:12]([O:11][CH2:10][CH2:9][CH2:8][N:2]4[CH2:3][CH2:4][CH2:5][CH2:6][CH2:7]4)[CH:13]=[C:14]3[CH:20]=2)=[O:23])[CH2:29][CH2:28][CH2:27][CH2:26][CH2:25]1, predict the reactants needed to synthesize it. The reactants are: Cl.[N:2]1([CH2:8][CH2:9][CH2:10][O:11][C:12]2[CH:13]=[C:14]3[CH:20]=[C:19]([C:21]([OH:23])=O)[NH:18][C:15]3=[N:16][CH:17]=2)[CH2:7][CH2:6][CH2:5][CH2:4][CH2:3]1.[NH:24]1[CH2:29][CH2:28][CH2:27][CH2:26][CH2:25]1.